Dataset: Full USPTO retrosynthesis dataset with 1.9M reactions from patents (1976-2016). Task: Predict the reactants needed to synthesize the given product. (1) Given the product [CH2:1]([O:3][C:4](=[O:18])[CH:5]([O:15][CH2:16][CH3:17])[CH2:6][C:7]1[CH:12]=[CH:11][C:10]([O:13][CH2:35][CH2:34][C:32]2[N:33]=[C:29]([C:26]3[CH:25]=[CH:24][C:23]([C:19]([CH3:20])([CH3:22])[CH3:21])=[CH:28][CH:27]=3)[S:30][C:31]=2[CH3:37])=[C:9]([CH3:14])[CH:8]=1)[CH3:2], predict the reactants needed to synthesize it. The reactants are: [CH2:1]([O:3][C:4](=[O:18])[CH:5]([O:15][CH2:16][CH3:17])[CH2:6][C:7]1[CH:12]=[CH:11][C:10]([OH:13])=[C:9]([CH3:14])[CH:8]=1)[CH3:2].[C:19]([C:23]1[CH:28]=[CH:27][C:26]([C:29]2[S:30][C:31]([CH3:37])=[C:32]([CH2:34][CH2:35]O)[N:33]=2)=[CH:25][CH:24]=1)([CH3:22])([CH3:21])[CH3:20].C1(P(C2C=CC=CC=2)C2C=CC=CC=2)C=CC=CC=1.N(C(OCC)=O)=NC(OCC)=O. (2) Given the product [CH3:37][O:36][C:32](=[O:35])[CH:33]=[CH:34][C:17]1[CH:18]=[C:13]([C:11](=[O:12])[NH:10][CH2:9][C:7]2[O:6][N:5]=[C:4]([CH:1]3[CH2:3][CH2:2]3)[CH:8]=2)[C:14](=[O:31])[N:15]([C:21]2[CH:26]=[CH:25][CH:24]=[C:23]([C:27]([F:30])([F:29])[F:28])[CH:22]=2)[C:16]=1[CH3:20], predict the reactants needed to synthesize it. The reactants are: [CH:1]1([C:4]2[CH:8]=[C:7]([CH2:9][NH:10][C:11]([C:13]3[C:14](=[O:31])[N:15]([C:21]4[CH:26]=[CH:25][CH:24]=[C:23]([C:27]([F:30])([F:29])[F:28])[CH:22]=4)[C:16]([CH3:20])=[C:17](I)[CH:18]=3)=[O:12])[O:6][N:5]=2)[CH2:3][CH2:2]1.[C:32]([O:36][CH3:37])(=[O:35])[CH:33]=[CH2:34].C(N(CC)CC)C. (3) Given the product [F:1][C:2]1[CH:3]=[C:4]2[C:8](=[CH:9][CH:10]=1)[NH:7][CH:6]=[C:5]2[CH3:11], predict the reactants needed to synthesize it. The reactants are: [F:1][C:2]1[CH:3]=[C:4]2[C:8](=[CH:9][CH:10]=1)[NH:7][CH:6]=[C:5]2[CH:11]=O.[H-].[Al+3].[Li+].[H-].[H-].[H-]. (4) Given the product [NH2:1][C:2]1[CH:7]=[CH:6][C:5]([CH:8]2[CH2:13][C:12](=[O:14])[N:11]([CH3:15])[C:10](=[O:16])[CH2:9]2)=[CH:4][C:3]=1[C:26]1[CH2:31][CH2:30][CH2:29][CH2:28][CH:27]=1, predict the reactants needed to synthesize it. The reactants are: [NH2:1][C:2]1[CH:7]=[CH:6][C:5]([CH:8]2[CH2:13][C:12](=[O:14])[N:11]([CH3:15])[C:10](=[O:16])[CH2:9]2)=[CH:4][C:3]=1Br.[O-]P([O-])([O-])=O.[K+].[K+].[K+].[C:26]1(B(O)O)[CH2:31][CH2:30][CH2:29][CH2:28][CH:27]=1.C1(P(C2CCCCC2)C2C=CC=CC=2C2C=CC=CC=2)CCCCC1. (5) Given the product [Cl:1][C:2]1[CH:3]=[C:4]([S:9]([N:15]2[CH2:16][CH:17]([CH3:20])[NH:18][CH2:19][CH:14]2[CH3:13])(=[O:11])=[O:10])[CH:5]=[CH:6][C:7]=1[Cl:8], predict the reactants needed to synthesize it. The reactants are: [Cl:1][C:2]1[CH:3]=[C:4]([S:9](Cl)(=[O:11])=[O:10])[CH:5]=[CH:6][C:7]=1[Cl:8].[CH3:13][CH:14]1[CH2:19][NH:18][CH:17]([CH3:20])[CH2:16][NH:15]1.C(N(C(C)C)CC)(C)C. (6) Given the product [NH:45]1[CH:44]=[C:43]([CH:40]2[CH2:41][CH2:42][N:38]([C:28]([N:4]3[C:5]4[C:10](=[CH:9][CH:8]=[CH:7][CH:6]=4)[N:1]([C:11]4[CH:20]=[CH:19][C:14]([C:15]([O:17][CH3:18])=[O:16])=[CH:13][CH:12]=4)[CH2:2][CH2:3]3)=[O:34])[CH2:39]2)[CH:47]=[N:46]1, predict the reactants needed to synthesize it. The reactants are: [N:1]1([C:11]2[CH:20]=[CH:19][C:14]([C:15]([O:17][CH3:18])=[O:16])=[CH:13][CH:12]=2)[C:10]2[C:5](=[CH:6][CH:7]=[CH:8][CH:9]=2)[NH:4][CH2:3][CH2:2]1.ClCCl.ClC(Cl)(O[C:28](=[O:34])OC(Cl)(Cl)Cl)Cl.Cl.Cl.[NH:38]1[CH2:42][CH2:41][CH:40]([C:43]2[CH:44]=[N:45][NH:46][CH:47]=2)[CH2:39]1. (7) Given the product [F:6][C:7]1[CH:12]=[CH:11][C:10]([C:13]2[N:18]=[CH:17][C:16]([CH2:19][CH2:20][CH2:21][O:22][S:2]([CH3:1])(=[O:4])=[O:3])=[CH:15][CH:14]=2)=[CH:9][CH:8]=1, predict the reactants needed to synthesize it. The reactants are: [CH3:1][S:2](Cl)(=[O:4])=[O:3].[F:6][C:7]1[CH:12]=[CH:11][C:10]([C:13]2[N:18]=[CH:17][C:16]([CH2:19][CH2:20][CH2:21][OH:22])=[CH:15][CH:14]=2)=[CH:9][CH:8]=1.C(OC(=O)CCC1C=NC(Br)=CC=1)C.FC1C=CC(B(O)O)=CC=1.C(N(CC)CC)C.